Dataset: Full USPTO retrosynthesis dataset with 1.9M reactions from patents (1976-2016). Task: Predict the reactants needed to synthesize the given product. Given the product [C:23]([O:24][C:35]([N:4]1[CH:3]([C:15]([OH:17])=[O:16])[C:2]([CH3:18])([CH3:1])[C:14]2[C:13]3[C:8](=[CH:9][CH:10]=[CH:11][CH:12]=3)[NH:7][C:6]=2[CH2:5]1)=[O:34])([CH3:22])([CH3:25])[CH3:28], predict the reactants needed to synthesize it. The reactants are: [CH3:1][C:2]1([CH3:18])[C:14]2[C:13]3[C:8](=[CH:9][CH:10]=[CH:11][CH:12]=3)[NH:7][C:6]=2[CH2:5][NH:4][CH:3]1[C:15]([OH:17])=[O:16].[OH-].[Na+].C(O)(=O)[CH2:22][C:23]([CH2:28]C(O)=O)([C:25](O)=O)[OH:24].[O:34]1CCOC[CH2:35]1.O.